From a dataset of Forward reaction prediction with 1.9M reactions from USPTO patents (1976-2016). Predict the product of the given reaction. (1) Given the reactants [CH3:1][O:2][C:3]1[CH:12]=[CH:11][C:10]2[NH:9][C:8](=[O:13])[C:7]3[S:14][C:15]([CH3:17])=[CH:16][C:6]=3[C:5]=2[CH:4]=1.[Br:18]N1C(=O)CCC1=O, predict the reaction product. The product is: [Br:18][C:4]1[C:5]2[C:6]3[CH:16]=[C:15]([CH3:17])[S:14][C:7]=3[C:8](=[O:13])[NH:9][C:10]=2[CH:11]=[CH:12][C:3]=1[O:2][CH3:1]. (2) Given the reactants [F:1][C:2]([F:35])([F:34])[C:3]1[CH:4]=[C:5]([C:13]2([C:30]([F:33])([F:32])[F:31])[O:17][N:16]=[C:15]([C:18]3[N:19]4[C:23]([C:24]([C:27]([OH:29])=O)=[CH:25][CH:26]=3)=[CH:22][CH:21]=[CH:20]4)[CH2:14]2)[CH:6]=[C:7]([C:9]([F:12])([F:11])[F:10])[CH:8]=1.Cl.C(N=C=NCCCN(C)C)C.O.ON1C2C=CC=CC=2N=N1.CN1CCOCC1.[NH2:66][CH2:67][C:68]([NH:70][CH2:71][C:72]([F:75])([F:74])[F:73])=[O:69], predict the reaction product. The product is: [F:73][C:72]([F:75])([F:74])[CH2:71][NH:70][C:68]([CH2:67][NH:66][C:27]([C:24]1[C:23]2[N:19]([CH:20]=[CH:21][CH:22]=2)[C:18]([C:15]2[CH2:14][C:13]([C:5]3[CH:6]=[C:7]([C:9]([F:10])([F:11])[F:12])[CH:8]=[C:3]([C:2]([F:35])([F:34])[F:1])[CH:4]=3)([C:30]([F:33])([F:32])[F:31])[O:17][N:16]=2)=[CH:26][CH:25]=1)=[O:29])=[O:69]. (3) The product is: [CH3:7][N:8]([CH2:10][CH2:11][CH2:12][S:13]([C:14]1[CH:15]=[CH:16][C:17]([Br:20])=[CH:18][CH:19]=1)(=[O:1])=[O:21])[CH3:9]. Given the reactants [OH:1]OS([O-])=O.[K+].[CH3:7][N:8]([CH2:10][CH2:11][CH2:12][S:13][C:14]1[CH:19]=[CH:18][C:17]([Br:20])=[CH:16][CH:15]=1)[CH3:9].[OH2:21], predict the reaction product. (4) Given the reactants [CH3:1][O:2][C:3]1[CH:49]=[CH:48][C:6]([CH2:7][N:8]([CH2:39][C:40]2[CH:45]=[CH:44][C:43]([O:46][CH3:47])=[CH:42][CH:41]=2)[C:9]2[N:14]=[CH:13][C:12]([C:15]3[C:16]4[CH2:29][CH2:28][N:27]([C:30]5[CH:38]=[CH:37][C:33]([C:34](O)=[O:35])=[CH:32][CH:31]=5)[C:17]=4[N:18]=[C:19]([N:21]4[CH2:26][CH2:25][O:24][CH2:23][CH2:22]4)[N:20]=3)=[CH:11][N:10]=2)=[CH:5][CH:4]=1.Cl.Cl.[N:52]1[CH:57]=[CH:56][CH:55]=[N:54][C:53]=1[N:58]1[CH2:63][CH2:62][NH:61][CH2:60][CH2:59]1, predict the reaction product. The product is: [CH3:1][O:2][C:3]1[CH:49]=[CH:48][C:6]([CH2:7][N:8]([CH2:39][C:40]2[CH:45]=[CH:44][C:43]([O:46][CH3:47])=[CH:42][CH:41]=2)[C:9]2[N:14]=[CH:13][C:12]([C:15]3[C:16]4[CH2:29][CH2:28][N:27]([C:30]5[CH:31]=[CH:32][C:33]([C:34]([N:61]6[CH2:62][CH2:63][N:58]([C:53]7[N:52]=[CH:57][CH:56]=[CH:55][N:54]=7)[CH2:59][CH2:60]6)=[O:35])=[CH:37][CH:38]=5)[C:17]=4[N:18]=[C:19]([N:21]4[CH2:22][CH2:23][O:24][CH2:25][CH2:26]4)[N:20]=3)=[CH:11][N:10]=2)=[CH:5][CH:4]=1. (5) Given the reactants [Cl:1][C:2]1[C:3](Cl)=[C:4]2[N:10]=[C:9]([C:11]3[CH:16]=[CH:15][C:14]([O:17][CH2:18][CH2:19][N:20]4[CH2:25][CH2:24][O:23][CH2:22][CH2:21]4)=[CH:13][CH:12]=3)[NH:8][C:5]2=[N:6][CH:7]=1.[CH3:27][C:28]1[CH:33]=[CH:32][C:31](B(O)O)=[CH:30][CH:29]=1.C([O-])([O-])=O.[K+].[K+].O1CCOCC1, predict the reaction product. The product is: [Cl:1][C:2]1[C:3]([C:31]2[CH:32]=[CH:33][C:28]([CH3:27])=[CH:29][CH:30]=2)=[C:4]2[N:10]=[C:9]([C:11]3[CH:12]=[CH:13][C:14]([O:17][CH2:18][CH2:19][N:20]4[CH2:21][CH2:22][O:23][CH2:24][CH2:25]4)=[CH:15][CH:16]=3)[NH:8][C:5]2=[N:6][CH:7]=1.